Dataset: NCI-60 drug combinations with 297,098 pairs across 59 cell lines. Task: Regression. Given two drug SMILES strings and cell line genomic features, predict the synergy score measuring deviation from expected non-interaction effect. (1) Drug 1: C1=CN(C(=O)N=C1N)C2C(C(C(O2)CO)O)O.Cl. Drug 2: CS(=O)(=O)CCNCC1=CC=C(O1)C2=CC3=C(C=C2)N=CN=C3NC4=CC(=C(C=C4)OCC5=CC(=CC=C5)F)Cl. Cell line: A549. Synergy scores: CSS=33.1, Synergy_ZIP=-2.48, Synergy_Bliss=0.203, Synergy_Loewe=-20.0, Synergy_HSA=-0.192. (2) Drug 1: CC12CCC3C(C1CCC2=O)CC(=C)C4=CC(=O)C=CC34C. Drug 2: CC1=C(C=C(C=C1)C(=O)NC2=CC(=CC(=C2)C(F)(F)F)N3C=C(N=C3)C)NC4=NC=CC(=N4)C5=CN=CC=C5. Cell line: HL-60(TB). Synergy scores: CSS=57.7, Synergy_ZIP=5.84, Synergy_Bliss=8.17, Synergy_Loewe=1.01, Synergy_HSA=1.79. (3) Drug 1: C1=CC=C(C(=C1)C(C2=CC=C(C=C2)Cl)C(Cl)Cl)Cl. Drug 2: C1=NNC2=C1C(=O)NC=N2. Cell line: A549. Synergy scores: CSS=4.00, Synergy_ZIP=-0.719, Synergy_Bliss=1.38, Synergy_Loewe=1.77, Synergy_HSA=1.01. (4) Drug 1: COC1=C(C=C2C(=C1)N=CN=C2NC3=CC(=C(C=C3)F)Cl)OCCCN4CCOCC4. Drug 2: CN(C)C1=NC(=NC(=N1)N(C)C)N(C)C. Cell line: SF-295. Synergy scores: CSS=1.19, Synergy_ZIP=-3.16, Synergy_Bliss=-5.05, Synergy_Loewe=-3.44, Synergy_HSA=-3.34. (5) Drug 1: CCC1(CC2CC(C3=C(CCN(C2)C1)C4=CC=CC=C4N3)(C5=C(C=C6C(=C5)C78CCN9C7C(C=CC9)(C(C(C8N6C=O)(C(=O)OC)O)OC(=O)C)CC)OC)C(=O)OC)O.OS(=O)(=O)O. Drug 2: CC=C1C(=O)NC(C(=O)OC2CC(=O)NC(C(=O)NC(CSSCCC=C2)C(=O)N1)C(C)C)C(C)C. Cell line: HL-60(TB). Synergy scores: CSS=78.7, Synergy_ZIP=0.245, Synergy_Bliss=-1.64, Synergy_Loewe=-4.04, Synergy_HSA=-2.91. (6) Drug 1: C1CCC(C1)C(CC#N)N2C=C(C=N2)C3=C4C=CNC4=NC=N3. Drug 2: CCCCC(=O)OCC(=O)C1(CC(C2=C(C1)C(=C3C(=C2O)C(=O)C4=C(C3=O)C=CC=C4OC)O)OC5CC(C(C(O5)C)O)NC(=O)C(F)(F)F)O. Cell line: HL-60(TB). Synergy scores: CSS=-7.05, Synergy_ZIP=4.42, Synergy_Bliss=2.91, Synergy_Loewe=-7.36, Synergy_HSA=-8.26.